From a dataset of NCI-60 drug combinations with 297,098 pairs across 59 cell lines. Regression. Given two drug SMILES strings and cell line genomic features, predict the synergy score measuring deviation from expected non-interaction effect. (1) Drug 1: C1CC(=O)NC(=O)C1N2CC3=C(C2=O)C=CC=C3N. Drug 2: CC1C(C(CC(O1)OC2CC(CC3=C2C(=C4C(=C3O)C(=O)C5=CC=CC=C5C4=O)O)(C(=O)C)O)N)O. Cell line: T-47D. Synergy scores: CSS=31.0, Synergy_ZIP=0.966, Synergy_Bliss=-0.396, Synergy_Loewe=-27.9, Synergy_HSA=-0.354. (2) Drug 1: CC1OCC2C(O1)C(C(C(O2)OC3C4COC(=O)C4C(C5=CC6=C(C=C35)OCO6)C7=CC(=C(C(=C7)OC)O)OC)O)O. Drug 2: CNC(=O)C1=NC=CC(=C1)OC2=CC=C(C=C2)NC(=O)NC3=CC(=C(C=C3)Cl)C(F)(F)F. Cell line: HT29. Synergy scores: CSS=49.1, Synergy_ZIP=-5.60, Synergy_Bliss=-0.508, Synergy_Loewe=-2.74, Synergy_HSA=0.548. (3) Drug 1: CC1=CC=C(C=C1)C2=CC(=NN2C3=CC=C(C=C3)S(=O)(=O)N)C(F)(F)F. Drug 2: CCC1(CC2CC(C3=C(CCN(C2)C1)C4=CC=CC=C4N3)(C5=C(C=C6C(=C5)C78CCN9C7C(C=CC9)(C(C(C8N6C=O)(C(=O)OC)O)OC(=O)C)CC)OC)C(=O)OC)O.OS(=O)(=O)O. Cell line: DU-145. Synergy scores: CSS=30.2, Synergy_ZIP=-5.55, Synergy_Bliss=-8.93, Synergy_Loewe=-65.9, Synergy_HSA=-7.40. (4) Drug 1: CC12CCC(CC1=CCC3C2CCC4(C3CC=C4C5=CN=CC=C5)C)O. Drug 2: C1CCN(CC1)CCOC2=CC=C(C=C2)C(=O)C3=C(SC4=C3C=CC(=C4)O)C5=CC=C(C=C5)O. Cell line: HL-60(TB). Synergy scores: CSS=-6.58, Synergy_ZIP=7.78, Synergy_Bliss=8.92, Synergy_Loewe=-0.452, Synergy_HSA=0.437. (5) Drug 1: CC(C1=C(C=CC(=C1Cl)F)Cl)OC2=C(N=CC(=C2)C3=CN(N=C3)C4CCNCC4)N. Drug 2: CC1CCC2CC(C(=CC=CC=CC(CC(C(=O)C(C(C(=CC(C(=O)CC(OC(=O)C3CCCCN3C(=O)C(=O)C1(O2)O)C(C)CC4CCC(C(C4)OC)OCCO)C)C)O)OC)C)C)C)OC. Cell line: NCI-H226. Synergy scores: CSS=17.9, Synergy_ZIP=-4.26, Synergy_Bliss=-2.24, Synergy_Loewe=-4.96, Synergy_HSA=-1.07. (6) Drug 1: CCCCCOC(=O)NC1=NC(=O)N(C=C1F)C2C(C(C(O2)C)O)O. Drug 2: C1CCC(C(C1)N)N.C(=O)(C(=O)[O-])[O-].[Pt+4]. Cell line: A498. Synergy scores: CSS=29.7, Synergy_ZIP=-4.65, Synergy_Bliss=-2.34, Synergy_Loewe=-8.42, Synergy_HSA=-0.580.